This data is from Full USPTO retrosynthesis dataset with 1.9M reactions from patents (1976-2016). The task is: Predict the reactants needed to synthesize the given product. (1) Given the product [CH3:7][C:4]1[S:5][CH:6]=[C:2]([C:11]#[C:10][CH2:9][CH2:8][C:12]2[S:13][C:14]3[CH:20]=[CH:19][CH:18]=[CH:17][C:15]=3[N:16]=2)[N:3]=1, predict the reactants needed to synthesize it. The reactants are: I[C:2]1[N:3]=[C:4]([CH3:7])[S:5][CH:6]=1.[CH2:8]([C:12]1[S:13][C:14]2[CH:20]=[CH:19][CH:18]=[CH:17][C:15]=2[N:16]=1)[CH2:9][C:10]#[CH:11]. (2) Given the product [Cl:30][C:19]1[CH:20]=[C:21]([C:22]2[CH:27]=[CH:26][CH:25]=[CH:24][C:23]=2[O:28][CH3:29])[C:15]2[O:14][CH:13]([CH2:12][NH:32][CH3:31])[CH2:17][C:16]=2[CH:18]=1, predict the reactants needed to synthesize it. The reactants are: CC1C=CC(S(O[CH2:12][CH:13]2[CH2:17][C:16]3[CH:18]=[C:19]([Cl:30])[CH:20]=[C:21]([C:22]4[CH:27]=[CH:26][CH:25]=[CH:24][C:23]=4[O:28][CH3:29])[C:15]=3[O:14]2)(=O)=O)=CC=1.[CH3:31][NH2:32]. (3) Given the product [CH2:21]([O:20][C:18]([N:15]1[CH2:14][CH2:13][CH:12]([NH:11][C:2]2[S:3][C:4]3[CH:10]=[CH:9][CH:8]=[CH:7][C:5]=3[N:6]=2)[CH2:17][CH2:16]1)=[O:19])[CH3:22], predict the reactants needed to synthesize it. The reactants are: Cl[C:2]1[S:3][C:4]2[CH:10]=[CH:9][CH:8]=[CH:7][C:5]=2[N:6]=1.[NH2:11][CH:12]1[CH2:17][CH2:16][N:15]([C:18]([O:20][CH2:21][CH3:22])=[O:19])[CH2:14][CH2:13]1.C(N(CC)CC)C. (4) Given the product [Cl:1][C:2]1[CH:7]=[C:6]([C:8]2[N:9]=[C:10]([N:21]3[CH2:26][CH2:25][CH:24]([OH:27])[CH2:23][CH2:22]3)[C:11]3[C:17]([O:18][CH3:19])=[CH:16][N:15]=[CH:14][C:12]=3[N:13]=2)[CH:5]=[CH:4][N:3]=1, predict the reactants needed to synthesize it. The reactants are: [Cl:1][C:2]1[CH:7]=[C:6]([C:8]2[N:9]=[C:10](O)[C:11]3[C:17]([O:18][CH3:19])=[CH:16][N:15]=[CH:14][C:12]=3[N:13]=2)[CH:5]=[CH:4][N:3]=1.[NH:21]1[CH2:26][CH2:25][CH:24]([OH:27])[CH2:23][CH2:22]1.C(OC(N1CCN(C2C3C(C4CC4)=CN=CC=3N=C(C3C=CN=C(Cl)C=3)N=2)CC1)=O)(C)(C)C. (5) Given the product [F:55][C:53]1[CH:52]=[CH:51][C:50]([OH:56])=[C:49]([C:44]2[N:43]=[C:42]([NH:57][C@H:58]3[CH2:62][CH2:61][NH:60][CH2:59]3)[C:41]3[C:46](=[CH:47][CH:48]=[C:39]([C:35]#[C:34][C:33]([OH:37])([CH3:36])[CH3:32])[CH:40]=3)[N:45]=2)[CH:54]=1, predict the reactants needed to synthesize it. The reactants are: BrC1C=C2C(=CC=1)N=C(C1C=CC=CC=1O)N=C2N[C@H]1CCN(C(OC(C)(C)C)=O)C1.[CH3:32][C:33]([OH:37])([CH3:36])[C:34]#[CH:35].Br[C:39]1[CH:40]=[C:41]2[C:46](=[CH:47][CH:48]=1)[N:45]=[C:44]([C:49]1[CH:54]=[C:53]([F:55])[CH:52]=[CH:51][C:50]=1[OH:56])[N:43]=[C:42]2[NH:57][C@H:58]1[CH2:62][CH2:61][N:60](C(OC(C)(C)C)=O)[CH2:59]1.OC1C=CC=CC=1C1N=C(N[C@H]2CCN(C(OC(C)(C)C)=O)C2)C2C(=CC=C(C#CCO)C=2)N=1. (6) Given the product [OH:2][C:3]1[CH:4]=[CH:5][C:6]([C:9]2[C:18]3[C:13](=[C:14]([C:19]([F:22])([F:20])[F:21])[CH:15]=[CH:16][CH:17]=3)[N:12]=[CH:11][C:10]=2[C:23]([C:25]2[CH:26]=[CH:27][CH:28]=[CH:29][CH:30]=2)=[O:24])=[CH:7][CH:8]=1, predict the reactants needed to synthesize it. The reactants are: C[O:2][C:3]1[CH:8]=[CH:7][C:6]([C:9]2[C:18]3[C:13](=[C:14]([C:19]([F:22])([F:21])[F:20])[CH:15]=[CH:16][CH:17]=3)[N:12]=[CH:11][C:10]=2[C:23]([C:25]2[CH:30]=[CH:29][CH:28]=[CH:27][CH:26]=2)=[O:24])=[CH:5][CH:4]=1.Cl.N1C=CC=CC=1. (7) Given the product [ClH:13].[NH2:2][CH2:1][C:3]1[CH:4]=[CH:5][C:6]([C:9]([O:11][CH3:12])=[O:10])=[N:7][CH:8]=1, predict the reactants needed to synthesize it. The reactants are: [C:1]([C:3]1[CH:4]=[CH:5][C:6]([C:9]([O:11][CH3:12])=[O:10])=[N:7][CH:8]=1)#[N:2].[ClH:13].